From a dataset of Full USPTO retrosynthesis dataset with 1.9M reactions from patents (1976-2016). Predict the reactants needed to synthesize the given product. Given the product [OH:23][C@@H:21]([C:10]1[N:9]([C@@H:6]2[CH2:7][O:8][C@@H:3]([CH2:2][NH:1][S:34]([CH3:33])(=[O:36])=[O:35])[CH2:4][CH2:5]2)[C:13]2=[C:14]3[S:20][CH:19]=[CH:18][C:15]3=[N:16][CH:17]=[C:12]2[N:11]=1)[CH3:22], predict the reactants needed to synthesize it. The reactants are: [NH2:1][CH2:2][C@@H:3]1[O:8][CH2:7][C@@H:6]([N:9]2[C:13]3=[C:14]4[S:20][CH:19]=[CH:18][C:15]4=[N:16][CH:17]=[C:12]3[N:11]=[C:10]2[C@H:21]([OH:23])[CH3:22])[CH2:5][CH2:4]1.C(N(CC)C(C)C)(C)C.[CH3:33][S:34](Cl)(=[O:36])=[O:35].